Dataset: Reaction yield outcomes from USPTO patents with 853,638 reactions. Task: Predict the reaction yield, written as a fraction of the theoretical maximum amount of product (1.0 means a 100% yield; for example, 0.34 means a 34% yield). (1) The reactants are C(OC(=O)[NH:7][CH:8]([C:10]1[CH2:19][C@@H:18]([C:20]2[CH:25]=[CH:24][C:23]([Cl:26])=[C:22]([Cl:27])[CH:21]=2)[C:17]2[C:12](=[CH:13][CH:14]=[CH:15][CH:16]=2)[CH:11]=1)[CH3:9])(C)(C)C.C(O)(C(F)(F)F)=O. The catalyst is C(Cl)Cl. The product is [Cl:27][C:22]1[CH:21]=[C:20]([C@H:18]2[C:17]3[C:12](=[CH:13][CH:14]=[CH:15][CH:16]=3)[CH:11]=[C:10]([CH:8]([NH2:7])[CH3:9])[CH2:19]2)[CH:25]=[CH:24][C:23]=1[Cl:26]. The yield is 0.860. (2) The reactants are Br[C:2]([CH3:13])([CH3:12])[C:3]([C:5]1[CH:10]=[CH:9][CH:8]=[CH:7][C:6]=1C)=[O:4].[CH3:14][C:15]1[C:20]([CH3:21])=[CH:19][C:18]([CH3:22])=[CH:17][C:16]=1[OH:23].[C:24](=O)([O-])[O-].[K+].[K+].CO. The catalyst is CS(C)=O.O. The product is [CH3:13][C:2]([O:23][C:16]1[CH:17]=[C:18]([CH3:22])[CH:19]=[C:20]([CH3:21])[C:15]=1[CH3:14])([CH3:12])[C:3]([C:5]1[CH:6]=[CH:7][C:8]([CH3:24])=[CH:9][CH:10]=1)=[O:4]. The yield is 0.870. (3) The reactants are [F:1][C:2]1[C:11]2[CH2:10][N:9]([C@H:12]([CH:16]([CH3:18])[CH3:17])[C:13]([OH:15])=O)[C:8](=[O:19])[C:7]3=[CH:20][NH:21][C:5]([C:6]=23)=[N:4][CH:3]=1.C1C=C2N=NN(O)C2=CC=1.O.CCN=C=NCCCN(C)C.Cl.Cl.[S:46]1(=[O:52])(=[O:51])[CH2:50][CH2:49][NH:48][CH2:47]1.CN1CCOCC1. The catalyst is CN(C=O)C. The product is [O:51]=[S:46]1(=[O:52])[CH2:50][CH2:49][N:48]([C:13](=[O:15])[C@H:12]([N:9]2[C:8](=[O:19])[C:7]3=[CH:20][NH:21][C:5]4[C:6]3=[C:11]([C:2]([F:1])=[CH:3][N:4]=4)[CH2:10]2)[CH:16]([CH3:17])[CH3:18])[CH2:47]1. The yield is 0.430. (4) The reactants are [H-].[Na+].Cl[C:4]1[CH:9]=[C:8]([Cl:10])[N:7]=[C:6]([C:11]2[S:12][CH:13]=[C:14]([C:16]([F:19])([F:18])[F:17])[N:15]=2)[N:5]=1.[CH3:20][O:21][C:22]1[CH:29]=[CH:28][C:25]([CH2:26][OH:27])=[CH:24][CH:23]=1.C([O-])(O)=O.[Na+]. No catalyst specified. The product is [Cl:10][C:8]1[CH:9]=[C:4]([O:27][CH2:26][C:25]2[CH:28]=[CH:29][C:22]([O:21][CH3:20])=[CH:23][CH:24]=2)[N:5]=[C:6]([C:11]2[S:12][CH:13]=[C:14]([C:16]([F:19])([F:18])[F:17])[N:15]=2)[N:7]=1. The yield is 0.890. (5) The reactants are [N+:1]([C:4]1[CH:9]=[CH:8][C:7]([N:10]2[CH2:15][CH2:14][N:13]([C:16]([C:18]3[CH:19]=[C:20]([OH:26])[C:21]([OH:25])=[C:22]([OH:24])[CH:23]=3)=[O:17])[CH2:12][CH2:11]2)=[CH:6][CH:5]=1)([O-])=O.CC(C1C=C(C=C(C(C)(C)C)C=1O)C(NCC1C=CC([N+]([O-])=O)=CC=1)=O)(C)C. No catalyst specified. The product is [NH2:1][C:4]1[CH:5]=[CH:6][C:7]([N:10]2[CH2:11][CH2:12][N:13]([C:16]([C:18]3[CH:23]=[C:22]([OH:24])[C:21]([OH:25])=[C:20]([OH:26])[CH:19]=3)=[O:17])[CH2:14][CH2:15]2)=[CH:8][CH:9]=1. The yield is 0.610. (6) The reactants are C[O:2][C:3]([C:5]1[CH:6]=[C:7]([Cl:30])[CH:8]=[C:9]2[C:14]=1[NH:13][CH:12]([C:15]1[CH:20]=[CH:19][CH:18]=[C:17]([NH:21][C:22]([C:25]([OH:27])=[O:26])([CH3:24])[CH3:23])[CH:16]=1)[C:11]([CH3:29])([CH3:28])[CH2:10]2)=[O:4].O.[OH-].[Li+].O.Cl. The catalyst is CO.O1CCCC1. The product is [C:25]([C:22]([NH:21][C:17]1[CH:16]=[C:15]([CH:12]2[C:11]([CH3:28])([CH3:29])[CH2:10][C:9]3[C:14](=[C:5]([C:3]([OH:4])=[O:2])[CH:6]=[C:7]([Cl:30])[CH:8]=3)[NH:13]2)[CH:20]=[CH:19][CH:18]=1)([CH3:23])[CH3:24])([OH:27])=[O:26]. The yield is 0.250. (7) The product is [F:24][C:20]1[CH:19]=[CH:18][C:17]([F:25])=[C:16]2[C:21]=1[CH2:22][N:10]([S:7]([C:4]1[CH:3]=[CH:2][C:1]([CH3:11])=[CH:6][CH:5]=1)(=[O:8])=[O:9])[CH2:15]2. The yield is 0.560. The catalyst is CN(C)C=O. The reactants are [C:1]1([CH3:11])[CH:6]=[CH:5][C:4]([S:7]([NH2:10])(=[O:9])=[O:8])=[CH:3][CH:2]=1.[H-].[Na+].Br[CH2:15][C:16]1[C:21]([CH2:22]Br)=[C:20]([F:24])[CH:19]=[CH:18][C:17]=1[F:25]. (8) The reactants are [NH2:1][C:2]1[S:3][C:4]([CH2:11][CH3:12])=[CH:5][C:6]=1[C:7]([O:9]C)=O.Cl[C:14](Cl)([O:16]C(=O)OC(Cl)(Cl)Cl)Cl.C(N(CC)CC)C.Cl.[CH3:33][O:34][C:35](=[O:38])[CH2:36][NH2:37]. The catalyst is C(Cl)Cl. The product is [CH2:11]([C:4]1[S:3][C:2]2[NH:1][C:14](=[O:16])[N:37]([CH2:36][C:35]([O:34][CH3:33])=[O:38])[C:7](=[O:9])[C:6]=2[CH:5]=1)[CH3:12]. The yield is 0.600.